From a dataset of Forward reaction prediction with 1.9M reactions from USPTO patents (1976-2016). Predict the product of the given reaction. (1) Given the reactants [F:1][C:2]1[CH:7]=[C:6]([N:8]([CH2:21][C:22]2[CH:23]=[C:24]([C:28]3[C:33]([CH3:34])=[CH:32][C:31]([OH:35])=[CH:30][C:29]=3[CH3:36])[CH:25]=[CH:26][CH:27]=2)[S:9]([C:12]2[CH:17]=[CH:16][CH:15]=[CH:14][C:13]=2[N+:18]([O-:20])=[O:19])(=[O:11])=[O:10])[CH:5]=[CH:4][C:3]=1[CH2:37][CH2:38][C:39]([O:41][C:42]([CH3:45])([CH3:44])[CH3:43])=[O:40].[S:46]1[CH2:51][CH2:50][CH:49](O)[CH2:48][CH2:47]1.C1(P(C2C=CC=CC=2)C2C=CC=CC=2)C=CC=CC=1.N(C(OCC)=O)=NC(OCC)=O, predict the reaction product. The product is: [CH3:36][C:29]1[CH:30]=[C:31]([O:35][CH:49]2[CH2:50][CH2:51][S:46][CH2:47][CH2:48]2)[CH:32]=[C:33]([CH3:34])[C:28]=1[C:24]1[CH:25]=[CH:26][CH:27]=[C:22]([CH2:21][N:8]([S:9]([C:12]2[CH:17]=[CH:16][CH:15]=[CH:14][C:13]=2[N+:18]([O-:20])=[O:19])(=[O:10])=[O:11])[C:6]2[CH:5]=[CH:4][C:3]([CH2:37][CH2:38][C:39]([O:41][C:42]([CH3:45])([CH3:44])[CH3:43])=[O:40])=[C:2]([F:1])[CH:7]=2)[CH:23]=1. (2) The product is: [NH3:19].[C:47]([O:46][C:45](=[O:51])[NH:44][CH2:43][CH2:42][C:39]1[CH:40]=[CH:41][C:36]([O:35][CH2:32]/[CH:33]=[CH:34]/[C:12]2[CH:13]=[CH:14][C:9]([O:8][CH2:1][C:2]3[CH:7]=[CH:6][CH:5]=[CH:4][CH:3]=3)=[C:10]([C@@H:16]([C:26]3[CH:31]=[CH:30][CH:29]=[CH:28][CH:27]=3)[CH2:17][CH2:18][N:19]([CH:20]([CH3:22])[CH3:21])[CH:23]([CH3:24])[CH3:25])[CH:11]=2)=[CH:37][CH:38]=1)([CH3:50])([CH3:49])[CH3:48]. Given the reactants [CH2:1]([O:8][C:9]1[CH:14]=[CH:13][C:12](Br)=[CH:11][C:10]=1[C@@H:16]([C:26]1[CH:31]=[CH:30][CH:29]=[CH:28][CH:27]=1)[CH2:17][CH2:18][N:19]([CH:23]([CH3:25])[CH3:24])[CH:20]([CH3:22])[CH3:21])[C:2]1[CH:7]=[CH:6][CH:5]=[CH:4][CH:3]=1.[CH2:32]([O:35][C:36]1[CH:41]=[CH:40][C:39]([CH2:42][CH2:43][NH:44][C:45](=[O:51])[O:46][C:47]([CH3:50])([CH3:49])[CH3:48])=[CH:38][CH:37]=1)[CH:33]=[CH2:34].C1(C)C=CC=CC=1P(C1C=CC=CC=1C)C1C=CC=CC=1C.C(N(C(C)C)CC)(C)C, predict the reaction product. (3) Given the reactants [Mg].CN(CCN(C)C)C.Br[C:11]1[CH:16]=[CH:15][CH:14]=[CH:13][C:12]=1[C:17]([F:20])([F:19])[F:18].Br[CH:22]1[CH2:26][CH2:25][CH2:24][CH2:23]1, predict the reaction product. The product is: [CH:22]1([C:11]2[CH:16]=[CH:15][CH:14]=[CH:13][C:12]=2[C:17]([F:20])([F:19])[F:18])[CH2:26][CH2:25][CH2:24][CH2:23]1. (4) The product is: [S:1]([CH2:11][CH2:12][O:13][C:14](=[O:17])[CH:15]=[CH2:16])([C:4]1[CH:5]=[CH:6][C:7]([CH3:8])=[CH:9][CH:10]=1)(=[O:3])=[O:2].[OH:18][CH2:19][CH2:20][CH2:21][O:22][C:23](=[O:26])[CH:24]=[CH2:25].[CH3:27][O:28][C:29](=[O:33])[C:30]([CH3:32])=[CH2:31].[CH2:34]([O:38][C:39](=[O:43])[C:40]([CH3:42])=[CH2:41])[CH:35]1[O:37][CH2:36]1. Given the reactants [S:1]([CH2:11][CH2:12][O:13][C:14](=[O:17])[CH:15]=[CH2:16])([C:4]1[CH:10]=[CH:9][C:7]([CH3:8])=[CH:6][CH:5]=1)(=[O:3])=[O:2].[OH:18][CH2:19][CH2:20][CH2:21][O:22][C:23](=[O:26])[CH:24]=[CH2:25].[CH3:27][O:28][C:29](=[O:33])[C:30]([CH3:32])=[CH2:31].[CH2:34]([O:38][C:39](=[O:43])[C:40]([CH3:42])=[CH2:41])[CH:35]1[O:37][CH2:36]1.CC(N=NC(C#N)(C)C)(C#N)C, predict the reaction product. (5) Given the reactants [CH2:1]([CH:3]=[CH:4][PH:5](=[O:7])[OH:6])[CH3:2].[CH2:8](O)[CH2:9][CH2:10][CH2:11][OH:12], predict the reaction product. The product is: [CH2:1]([CH:3]=[CH:4][PH:5](=[O:6])[O:7][CH2:8][CH2:9][CH2:10][CH2:11][OH:12])[CH3:2].